Dataset: Reaction yield outcomes from USPTO patents with 853,638 reactions. Task: Predict the reaction yield, written as a fraction of the theoretical maximum amount of product (1.0 means a 100% yield; for example, 0.34 means a 34% yield). (1) The reactants are N1CCCCC1.[CH3:7][O:8][C:9]1[CH:10]=[C:11]([CH:14]=[CH:15][C:16]=1[O:17][CH2:18][C:19]#[CH:20])[CH:12]=O.C([CH2:24][C:25]([NH:27][C:28]1[CH:36]=[CH:35][CH:34]=[CH:33][C:29]=1[C:30]([OH:32])=[O:31])=[O:26])(O)=O.CC(O)=O. The yield is 0.770. The catalyst is C1(C)C=CC=CC=1. The product is [CH3:7][O:8][C:9]1[CH:10]=[C:11](/[CH:12]=[CH:24]/[C:25]([NH:27][C:28]2[CH:36]=[CH:35][CH:34]=[CH:33][C:29]=2[C:30]([OH:32])=[O:31])=[O:26])[CH:14]=[CH:15][C:16]=1[O:17][CH2:18][C:19]#[CH:20]. (2) The reactants are C(P(C(C)(C)C)C1C=CC=CC=1C1C(C(C)C)=CC(C(C)C)=CC=1C(C)C)(C)(C)C.Cl[C:32]1[CH:37]=[CH:36][C:35]([CH:38]2[CH2:42][C:41](=[O:43])[C:40]([CH3:45])([CH3:44])[CH2:39]2)=[C:34]([F:46])[CH:33]=1.[CH3:47][N:48]1CCCC1=O. The catalyst is [C-]#N.[Zn+2].[C-]#N. The product is [CH3:44][C:40]1([CH3:45])[C:41](=[O:43])[CH2:42][CH:38]([C:35]2[CH:36]=[CH:37][C:32]([C:47]#[N:48])=[CH:33][C:34]=2[F:46])[CH2:39]1. The yield is 0.970. (3) The reactants are [NH2:1][C:2]1[C:11]2[S:10](=[O:13])(=[O:12])[N:9]=[C:8]([C:14]3[C:15](=[O:30])[N:16]([NH:25][CH2:26][CH:27]([CH3:29])[CH3:28])[C:17]4[C:22]([C:23]=3[OH:24])=[CH:21][CH:20]=[CH:19][CH:18]=4)[NH:7][C:6]=2[CH:5]=[CH:4][C:3]=1[OH:31].[NH2:32][C:33]1[CH:34]=[C:35]([CH:39]=[CH:40][CH:41]=1)[C:36](O)=O. No catalyst specified. The product is [NH2:32][C:33]1[CH:34]=[C:35]([C:36]2[O:31][C:3]3[CH:4]=[CH:5][C:6]4[NH:7][C:8]([C:14]5[C:15](=[O:30])[N:16]([NH:25][CH2:26][CH:27]([CH3:29])[CH3:28])[C:17]6[C:22]([C:23]=5[OH:24])=[CH:21][CH:20]=[CH:19][CH:18]=6)=[N:9][S:10](=[O:12])(=[O:13])[C:11]=4[C:2]=3[N:1]=2)[CH:39]=[CH:40][CH:41]=1. The yield is 0.380.